From a dataset of Catalyst prediction with 721,799 reactions and 888 catalyst types from USPTO. Predict which catalyst facilitates the given reaction. (1) Reactant: [C:1]([NH:4][CH2:5][C:6]([OH:8])=[O:7])(=[O:3])[CH3:2].[C:9]1(C)C=CC(S(O)(=O)=O)=C[CH:10]=1. Product: [C:1]([NH:4][CH2:5][C:6]([O:8][CH2:9][CH3:10])=[O:7])(=[O:3])[CH3:2]. The catalyst class is: 14. (2) Reactant: [SH:1][C:2]1[N:7]=[CH:6][CH:5]=[CH:4][N:3]=1.[OH-].[Li+].[I-].[Na+].[C:12]([C:16]1[N:21]=[C:20]([N:22]2[CH2:27][CH2:26][N:25]([CH2:28][CH2:29][CH2:30]Cl)[CH2:24][CH2:23]2)[CH:19]=[C:18]([CH:32]2[CH2:34][CH2:33]2)[N:17]=1)([CH3:15])([CH3:14])[CH3:13]. Product: [C:12]([C:16]1[N:17]=[C:18]([CH:32]2[CH2:33][CH2:34]2)[CH:19]=[C:20]([N:22]2[CH2:27][CH2:26][N:25]([CH2:28][CH2:29][CH2:30][S:1][C:2]3[N:7]=[CH:6][CH:5]=[CH:4][N:3]=3)[CH2:24][CH2:23]2)[N:21]=1)([CH3:15])([CH3:13])[CH3:14]. The catalyst class is: 9. (3) Reactant: Br[C:2]1[CH:3]=[C:4]2[C:9](=[CH:10][CH:11]=1)[CH2:8][CH:7]([NH:12][C:13](=[O:19])[O:14][C:15]([CH3:18])([CH3:17])[CH3:16])[CH2:6][CH2:5]2.[B:20]1([B:20]2[O:24][C:23]([CH3:26])([CH3:25])[C:22]([CH3:28])([CH3:27])[O:21]2)[O:24][C:23]([CH3:26])([CH3:25])[C:22]([CH3:28])([CH3:27])[O:21]1.C([O-])(=O)C.[K+]. Product: [CH3:27][C:22]1([CH3:28])[C:23]([CH3:26])([CH3:25])[O:24][B:20]([C:2]2[CH:3]=[C:4]3[C:9](=[CH:10][CH:11]=2)[CH2:8][CH:7]([NH:12][C:13](=[O:19])[O:14][C:15]([CH3:18])([CH3:17])[CH3:16])[CH2:6][CH2:5]3)[O:21]1. The catalyst class is: 75. (4) Reactant: [Cl:1][C:2]1[C:10]2[CH2:11][CH2:12][N:13]([CH3:16])[CH2:14][CH2:15][N:8]3[C:9]=2[C:5]([C:6]2[CH2:19][CH2:18][CH2:17][C:7]=23)=[CH:4][CH:3]=1.C([BH3-])#N.[Na+]. Product: [Cl:1][C:2]1[C:10]2[CH2:11][CH2:12][N:13]([CH3:16])[CH2:14][CH2:15][N:8]3[C:9]=2[C:5]([CH:6]2[CH2:19][CH2:18][CH2:17][CH:7]23)=[CH:4][CH:3]=1. The catalyst class is: 15. (5) Reactant: CCN(C(C)C)C(C)C.C1C=CC2N(O)N=NC=2C=1.CCN=C=NCCCN(C)C.[F:31][C:32]1[CH:33]=[C:34]([C:38]2[O:42][N:41]=[C:40]([C:43]([OH:45])=O)[CH:39]=2)[CH:35]=[CH:36][CH:37]=1.FC1C=C(C(=O)C)C=CC=1.Cl.[NH2:57][CH2:58][C:59]([N:61]1[CH2:66][CH2:65][N:64]([C:67](=[O:79])[C:68]2[CH:73]=[C:72]([F:74])[CH:71]=[CH:70][C:69]=2[C:75]([F:78])([F:77])[F:76])[CH2:63][CH2:62]1)=[O:60].FC1C=CC(C(F)(F)F)=C(C=1)C(O)=O. Product: [F:74][C:72]1[CH:71]=[CH:70][C:69]([C:75]([F:77])([F:76])[F:78])=[C:68]([CH:73]=1)[C:67]([N:64]1[CH2:65][CH2:66][N:61]([C:59](=[O:60])[CH2:58][NH:57][C:43]([C:40]2[CH:39]=[C:38]([C:34]3[CH:35]=[CH:36][CH:37]=[C:32]([F:31])[CH:33]=3)[O:42][N:41]=2)=[O:45])[CH2:62][CH2:63]1)=[O:79]. The catalyst class is: 18. (6) Product: [CH3:1][C:2]1[S:3][CH:4]=[CH:5][C:6]=1[N:7]1[C:11](=[O:12])[N:10]([CH3:13])[N:9]=[N:8]1. Reactant: [CH3:1][C:2]1[S:3][CH:4]=[CH:5][C:6]=1[N:7]1[C:11](=[O:12])[NH:10][N:9]=[N:8]1.[C:13](=O)([O-])[O-].[K+].[K+].S(OC)(OC)(=O)=O.C(=O)(O)[O-].[Na+]. The catalyst class is: 9.